This data is from Catalyst prediction with 721,799 reactions and 888 catalyst types from USPTO. The task is: Predict which catalyst facilitates the given reaction. Reactant: [N:1]1([CH2:6][C:7]2[CH:12]=[CH:11][C:10]([C:13]3[N:14]=[N:15][N:16]([CH2:18][C:19]4[CH:24]=[CH:23][C:22]([CH:25]=[CH:26][C:27]([NH:29][O:30]C5CCCCO5)=[O:28])=[CH:21][CH:20]=4)[CH:17]=3)=[CH:9][CH:8]=2)[CH2:5][CH2:4][CH2:3][CH2:2]1.Cl.O1CCOCC1. Product: [OH:30][NH:29][C:27](=[O:28])[CH:26]=[CH:25][C:22]1[CH:23]=[CH:24][C:19]([CH2:18][N:16]2[CH:17]=[C:13]([C:10]3[CH:11]=[CH:12][C:7]([CH2:6][N:1]4[CH2:2][CH2:3][CH2:4][CH2:5]4)=[CH:8][CH:9]=3)[N:14]=[N:15]2)=[CH:20][CH:21]=1. The catalyst class is: 5.